Dataset: Reaction yield outcomes from USPTO patents with 853,638 reactions. Task: Predict the reaction yield, written as a fraction of the theoretical maximum amount of product (1.0 means a 100% yield; for example, 0.34 means a 34% yield). (1) The reactants are [F:1][C:2]([F:15])([O:6][C:7]1[CH:8]=[C:9]([CH:12]=[CH:13][CH:14]=1)[CH:10]=[O:11])[CH:3]([F:5])[F:4].[O:16]([C:23]1[CH:24]=[C:25]([NH:29][CH2:30][CH:31](O)[C:32]([F:35])([F:34])[F:33])[CH:26]=[CH:27][CH:28]=1)[C:17]1[CH:22]=[CH:21][CH:20]=[CH:19][CH:18]=1. The catalyst is [Zn+2].[I-].[I-].C1(C)C=CC=CC=1. The product is [O:16]([C:23]1[CH:24]=[C:25]([N:29]2[CH2:30][CH:31]([C:32]([F:33])([F:34])[F:35])[O:11][CH:10]2[C:9]2[CH:12]=[CH:13][CH:14]=[C:7]([O:6][C:2]([F:15])([F:1])[CH:3]([F:4])[F:5])[CH:8]=2)[CH:26]=[CH:27][CH:28]=1)[C:17]1[CH:18]=[CH:19][CH:20]=[CH:21][CH:22]=1. The yield is 0.920. (2) The reactants are [ClH:1].C(OC([N:9]=[C:10]([NH:40]C(OC(C)(C)C)=O)[NH:11][CH2:12][CH2:13][O:14][C:15]1[CH:20]=[CH:19][C:18]([CH2:21][CH2:22][CH2:23][CH2:24][NH:25][C:26]([NH:28][C:29]([C:31]2[C:36]([NH2:37])=[N:35][C:34]([NH2:38])=[C:33]([Cl:39])[N:32]=2)=[O:30])=[NH:27])=[CH:17][CH:16]=1)=O)(C)(C)C. The catalyst is CO. The product is [ClH:39].[ClH:1].[NH2:37][C:36]1[C:31]([C:29]([NH:28][C:26]([NH:25][CH2:24][CH2:23][CH2:22][CH2:21][C:18]2[CH:19]=[CH:20][C:15]([O:14][CH2:13][CH2:12][NH:11][C:10]([NH2:40])=[NH:9])=[CH:16][CH:17]=2)=[NH:27])=[O:30])=[N:32][C:33]([Cl:39])=[C:34]([NH2:38])[N:35]=1. The yield is 0.960.